From a dataset of Catalyst prediction with 721,799 reactions and 888 catalyst types from USPTO. Predict which catalyst facilitates the given reaction. (1) Reactant: [C:1]([O:5][C:6](=[O:32])[NH:7][C:8]1[CH:13]=[CH:12][CH:11]=[C:10]([O:14][C:15]2[C:20]([C:21](=[O:29])[NH:22][C:23]3[CH:28]=[CH:27][CH:26]=[CH:25][CH:24]=3)=[CH:19][N:18]=[C:17](SC)[N:16]=2)[CH:9]=1)([CH3:4])([CH3:3])[CH3:2].C(N(CC)CC)C.[S:40](Cl)([CH3:43])(=[O:42])=[O:41]. Product: [C:1]([O:5][C:6](=[O:32])[NH:7][C:8]1[CH:13]=[CH:12][CH:11]=[C:10]([O:14][C:15]2[C:20]([C:21](=[O:29])[NH:22][C:23]3[CH:24]=[CH:25][CH:26]=[CH:27][CH:28]=3)=[CH:19][N:18]=[C:17]([S:40]([CH3:43])(=[O:42])=[O:41])[N:16]=2)[CH:9]=1)([CH3:4])([CH3:2])[CH3:3]. The catalyst class is: 4. (2) Reactant: Cl[C:2]1[C:3](=[O:21])[N:4]([CH2:19][CH3:20])[S:5](=[O:18])(=[O:17])[C:6]=1[C:7]1[CH:12]=[CH:11][C:10]([C:13]([F:16])([F:15])[F:14])=[CH:9][CH:8]=1.[NH2:22][C:23]1[CH:24]=[CH:25][C:26]2[O:30][C:29]([C:31](=[O:33])[CH3:32])=[CH:28][C:27]=2[CH:34]=1.CCOC(C)=O. Product: [C:31]([C:29]1[O:30][C:26]2[CH:25]=[CH:24][C:23]([NH:22][C:2]3[C:3](=[O:21])[N:4]([CH2:19][CH3:20])[S:5](=[O:18])(=[O:17])[C:6]=3[C:7]3[CH:12]=[CH:11][C:10]([C:13]([F:16])([F:15])[F:14])=[CH:9][CH:8]=3)=[CH:34][C:27]=2[CH:28]=1)(=[O:33])[CH3:32]. The catalyst class is: 3. (3) Reactant: [N:1]1[CH:6]=[CH:5][CH:4]=[C:3]([CH:7]=[CH:8][C:9]2[NH:18][C:17](=O)[C:16]3[C:11](=[CH:12][CH:13]=[CH:14][CH:15]=3)[N:10]=2)[CH:2]=1.S(Cl)([Cl:22])=O. Product: [Cl:22][C:17]1[C:16]2[C:11](=[CH:12][CH:13]=[CH:14][CH:15]=2)[N:10]=[C:9]([CH:8]=[CH:7][C:3]2[CH:2]=[N:1][CH:6]=[CH:5][CH:4]=2)[N:18]=1. The catalyst class is: 9. (4) Reactant: [CH3:1][O:2][CH:3]([O:16][CH3:17])[C:4]1[C:13]([CH:14]=O)=[CH:12][C:11]2[CH2:10][CH2:9][CH2:8][NH:7][C:6]=2[N:5]=1.[CH3:18][N:19]([CH3:23])[CH2:20][CH2:21][NH2:22].CC(O)=O. Product: [CH3:1][O:2][CH:3]([O:16][CH3:17])[C:4]1[C:13]([CH2:14][NH:22][CH2:21][CH2:20][N:19]([CH3:23])[CH3:18])=[CH:12][C:11]2[CH2:10][CH2:9][CH2:8][NH:7][C:6]=2[N:5]=1. The catalyst class is: 2.